This data is from Forward reaction prediction with 1.9M reactions from USPTO patents (1976-2016). The task is: Predict the product of the given reaction. (1) The product is: [Br:1][C:2]1[CH:7]=[CH:6][C:5]([CH2:8][CH2:9][CH2:10][C:11]2[N:15]([C:16]3[CH:21]=[CH:20][CH:19]=[CH:18][C:17]=3[F:22])[C:14](=[O:23])[N:13]([C:24]3[CH:25]=[CH:26][C:27]([C:30]([F:33])([F:31])[F:32])=[CH:28][C:29]=3[Cl:48])[N:12]=2)=[CH:4][CH:3]=1. Given the reactants [Br:1][C:2]1[CH:7]=[CH:6][C:5]([CH2:8][CH2:9][CH2:10][C:11]2[N:15]([C:16]3[CH:21]=[CH:20][CH:19]=[CH:18][C:17]=3[F:22])[C:14](=[O:23])[N:13]([C:24]3[CH:29]=[CH:28][C:27]([C:30]([F:33])([F:32])[F:31])=[CH:26][CH:25]=3)[N:12]=2)=[CH:4][CH:3]=1.C(=O)([O-])[O-].[K+].[K+].N1CCC[C@H]1C(O)=O.[Cl:48]C1C=C(C(F)(F)F)C=CC=1I, predict the reaction product. (2) Given the reactants [F:1][C:2]1[CH:7]=[C:6]([NH2:8])[CH:5]=[CH:4][C:3]=1[N:9]([CH2:16][CH2:17][CH2:18][CH2:19][CH2:20][CH3:21])[CH2:10][CH2:11][CH2:12][CH2:13][CH2:14][CH3:15].C[Al](C)C.[NH:26](/[C:30](/[CH3:36])=[CH:31]\[C:32](OC)=[O:33])[C:27]([CH3:29])=O, predict the reaction product. The product is: [CH2:10]([N:9]([CH2:16][CH2:17][CH2:18][CH2:19][CH2:20][CH3:21])[C:3]1[CH:4]=[CH:5][C:6]([N:8]2[C:32](=[O:33])[CH:31]=[C:30]([CH3:36])[N:26]=[C:27]2[CH3:29])=[CH:7][C:2]=1[F:1])[CH2:11][CH2:12][CH2:13][CH2:14][CH3:15]. (3) Given the reactants [F:1][C:2]1[CH:3]=[C:4]([CH:6]=[C:7]([F:9])[CH:8]=1)[NH2:5].C[Si]([N:14]=[C:15]=[O:16])(C)C, predict the reaction product. The product is: [F:1][C:2]1[CH:3]=[C:4]([NH:5][C:15]([NH2:14])=[O:16])[CH:6]=[C:7]([F:9])[CH:8]=1. (4) The product is: [CH3:1][O:2][C:3](=[O:20])[C:4]1[CH:9]=[CH:8][CH:7]=[N:6][C:5]=1[S:10](=[O:19])(=[O:18])[N:11]([C:12]1[CH:17]=[CH:16][CH:15]=[CH:14][CH:13]=1)[CH2:35][O:34][CH2:33][CH2:32][Si:31]([CH3:38])([CH3:37])[CH3:30]. Given the reactants [CH3:1][O:2][C:3](=[O:20])[C:4]1[CH:9]=[CH:8][CH:7]=[N:6][C:5]=1[S:10](=[O:19])(=[O:18])[NH:11][C:12]1[CH:17]=[CH:16][CH:15]=[CH:14][CH:13]=1.C(N(CC)C(C)C)(C)C.[CH3:30][Si:31]([CH3:38])([CH3:37])[CH2:32][CH2:33][O:34][CH2:35]Cl, predict the reaction product. (5) Given the reactants [NH4+].[OH-].[NH2:3][C:4]1[C:22]([N+:23]([O-:25])=[O:24])=[CH:21][C:7]([C:8]([NH:10][C:11]2[CH:19]=[C:18]3[C:14]([CH:15]=[N:16][NH:17]3)=[CH:13][C:12]=2[CH3:20])=[O:9])=[C:6](Cl)[CH:5]=1.[NH:27]1[CH2:32][CH2:31][NH:30][CH2:29][CH2:28]1, predict the reaction product. The product is: [NH2:3][C:4]1[C:22]([N+:23]([O-:25])=[O:24])=[CH:21][C:7]([C:8]([NH:10][C:11]2[CH:19]=[C:18]3[C:14]([CH:15]=[N:16][NH:17]3)=[CH:13][C:12]=2[CH3:20])=[O:9])=[C:6]([N:27]2[CH2:32][CH2:31][NH:30][CH2:29][CH2:28]2)[CH:5]=1. (6) Given the reactants Cl[C:2]1[C:11]2[N:12]=[CH:13][N:14]([CH2:15][CH:16]([CH3:18])[CH3:17])[C:10]=2[C:9]2[CH:8]=[CH:7][CH:6]=[CH:5][C:4]=2[N:3]=1.CC1C([C:26]([OH:28])=O)=CC=CC=1.[NH3:29], predict the reaction product. The product is: [NH2:29][C:2]1[C:11]2[N:12]=[C:13]([CH2:26][OH:28])[N:14]([CH2:15][CH:16]([CH3:18])[CH3:17])[C:10]=2[C:9]2[CH:8]=[CH:7][CH:6]=[CH:5][C:4]=2[N:3]=1.